Dataset: Reaction yield outcomes from USPTO patents with 853,638 reactions. Task: Predict the reaction yield, written as a fraction of the theoretical maximum amount of product (1.0 means a 100% yield; for example, 0.34 means a 34% yield). (1) The reactants are [CH3:1][C:2]1[C:6]([CH2:7][CH2:8][N:9]2[CH2:14][CH2:13][N:12](C(OC(C)(C)C)=O)[CH2:11][CH2:10]2)=[C:5]([CH3:22])[O:4][N:3]=1.[ClH:23].CCOCC. The catalyst is CO. The product is [ClH:23].[CH3:1][C:2]1[C:6]([CH2:7][CH2:8][N:9]2[CH2:10][CH2:11][NH:12][CH2:13][CH2:14]2)=[C:5]([CH3:22])[O:4][N:3]=1. The yield is 0.975. (2) The reactants are C([O-])(=O)C.[NH4+].[C:6]([C:9]1[N:14]=[CH:13][C:12]([NH:15][C:16]2[N:21]=[C:20]([CH2:22][CH2:23][C:24]3[CH:29]=[CH:28][CH:27]=[CH:26][C:25]=3[CH2:30][C:31]([NH2:33])=[O:32])[C:19]([C:34]([F:37])([F:36])[F:35])=[CH:18][N:17]=2)=[CH:11][CH:10]=1)(=O)[CH3:7].C([BH3-])#[N:39].[Na+].[OH-].[K+]. The catalyst is CO.C1COCC1. The product is [NH2:39][CH:6]([C:9]1[N:14]=[CH:13][C:12]([NH:15][C:16]2[N:21]=[C:20]([CH2:22][CH2:23][C:24]3[CH:29]=[CH:28][CH:27]=[CH:26][C:25]=3[CH2:30][C:31]([NH2:33])=[O:32])[C:19]([C:34]([F:37])([F:35])[F:36])=[CH:18][N:17]=2)=[CH:11][CH:10]=1)[CH3:7]. The yield is 0.580.